From a dataset of Full USPTO retrosynthesis dataset with 1.9M reactions from patents (1976-2016). Predict the reactants needed to synthesize the given product. (1) Given the product [CH3:24][Si:23]([N:1]([Si:23]([CH3:26])([CH3:25])[CH3:24])[C:2]1[CH:3]=[CH:4][C:5]([C:8]#[N:9])=[N:6][CH:7]=1)([CH3:26])[CH3:25], predict the reactants needed to synthesize it. The reactants are: [NH2:1][C:2]1[CH:3]=[CH:4][C:5]([C:8]#[N:9])=[N:6][CH:7]=1.C(N(CC)CC)C.FC(F)(F)S(O[Si:23]([CH3:26])([CH3:25])[CH3:24])(=O)=O. (2) Given the product [CH2:22]([O:26][C:27]1[C:34]([O:35][CH3:36])=[CH:33][CH:32]=[CH:31][C:28]=1/[CH:29]=[CH:1]/[C:2]1[N:3]=[C:4]2[S:21][CH:20]=[CH:19][N:5]2[C:6](=[O:18])[C:7]=1[C:8]1[CH:13]=[CH:12][C:11]([C:14]([F:17])([F:15])[F:16])=[CH:10][CH:9]=1)[CH2:23][CH2:24][CH3:25], predict the reactants needed to synthesize it. The reactants are: [CH3:1][C:2]1[N:3]=[C:4]2[S:21][CH:20]=[CH:19][N:5]2[C:6](=[O:18])[C:7]=1[C:8]1[CH:13]=[CH:12][C:11]([C:14]([F:17])([F:16])[F:15])=[CH:10][CH:9]=1.[CH2:22]([O:26][C:27]1[C:34]([O:35][CH3:36])=[CH:33][CH:32]=[CH:31][C:28]=1[CH:29]=O)[CH2:23][CH2:24][CH3:25].[O-]CC.[Na+]. (3) The reactants are: Br[C:2]1[N:7]=[C:6]2[N:8]([CH2:12][C:13]3[C:18]([F:19])=[CH:17][CH:16]=[C:15]([F:20])[C:14]=3[Cl:21])[CH2:9][CH2:10][NH:11][C:5]2=[N:4][CH:3]=1.C([N:29]1[CH2:34][CH2:33][N:32]([C:35]2[N:40]=[CH:39][C:38](B3OC(C)(C)C(C)(C)O3)=[CH:37][N:36]=2)[CH2:31][CH2:30]1)(OC(C)(C)C)=O. Given the product [Cl:21][C:14]1[C:15]([F:20])=[CH:16][CH:17]=[C:18]([F:19])[C:13]=1[CH2:12][N:8]1[C:6]2=[N:7][C:2]([C:38]3[CH:37]=[N:36][C:35]([N:32]4[CH2:33][CH2:34][NH:29][CH2:30][CH2:31]4)=[N:40][CH:39]=3)=[CH:3][N:4]=[C:5]2[NH:11][CH2:10][CH2:9]1, predict the reactants needed to synthesize it. (4) Given the product [Cl:12][C:6]1[C:7]([CH3:11])=[CH:8][CH:9]=[CH:10][C:5]=1[CH2:4][NH2:1], predict the reactants needed to synthesize it. The reactants are: [N:1]([CH2:4][C:5]1[CH:10]=[CH:9][CH:8]=[C:7]([CH3:11])[C:6]=1[Cl:12])=[N+]=[N-].C1(P(C2C=CC=CC=2)C2C=CC=CC=2)C=CC=CC=1.[OH-].[K+].Cl. (5) Given the product [NH2:16][C:13]1[CH:12]=[CH:11][C:10]([NH:9][C:7](=[O:8])[C:6]2[CH:19]=[CH:20][C:3]([O:2][CH3:1])=[CH:4][CH:5]=2)=[CH:15][CH:14]=1, predict the reactants needed to synthesize it. The reactants are: [CH3:1][O:2][C:3]1[CH:20]=[CH:19][C:6]([C:7]([NH:9][C:10]2[CH:15]=[CH:14][C:13]([N+:16]([O-])=O)=[CH:12][CH:11]=2)=[O:8])=[CH:5][CH:4]=1. (6) Given the product [CH3:1][S:2]([O:15][CH2:14][CH2:13][C:11]1[CH:10]=[CH:9][CH:8]=[C:7]([CH3:6])[N:12]=1)(=[O:4])=[O:3], predict the reactants needed to synthesize it. The reactants are: [CH3:1][S:2](Cl)(=[O:4])=[O:3].[CH3:6][C:7]1[N:12]=[C:11]([CH2:13][CH2:14][OH:15])[CH:10]=[CH:9][CH:8]=1.C(N(CC)CC)C. (7) Given the product [CH3:39][C:34]1[CH:33]=[C:32]([C:29]2[CH:30]=[CH:31][C:26]([O:25][C:19]3[CH:20]=[CH:21][C:22]([F:24])=[C:23]4[C:18]=3[CH2:17][CH2:16][C@H:15]4[O:14][C:12]3[CH:11]=[CH:10][C:9]4[C@H:5]([CH2:4][C:3]([OH:41])=[O:2])[CH2:6][O:7][C:8]=4[CH:13]=3)=[C:27]([F:40])[CH:28]=2)[CH:37]=[C:36]([CH3:38])[N:35]=1, predict the reactants needed to synthesize it. The reactants are: C[O:2][C:3](=[O:41])[CH2:4][C@H:5]1[C:9]2[CH:10]=[CH:11][C:12]([O:14][C@H:15]3[C:23]4[C:18](=[C:19]([O:25][C:26]5[CH:31]=[CH:30][C:29]([C:32]6[CH:37]=[C:36]([CH3:38])[N:35]=[C:34]([CH3:39])[CH:33]=6)=[CH:28][C:27]=5[F:40])[CH:20]=[CH:21][C:22]=4[F:24])[CH2:17][CH2:16]3)=[CH:13][C:8]=2[O:7][CH2:6]1.[OH-].[K+]. (8) The reactants are: O[C:2]1([C:7]2[C:17]3[O:16][CH2:15][CH2:14][N:13](C(OC(C)(C)C)=O)[CH2:12][C:11]=3[CH:10]=[CH:9][CH:8]=2)[CH2:6][CH2:5][CH2:4][CH2:3]1.C(OCC)(=O)C.[ClH:31]. Given the product [ClH:31].[C:2]1([C:7]2[C:17]3[O:16][CH2:15][CH2:14][NH:13][CH2:12][C:11]=3[CH:10]=[CH:9][CH:8]=2)[CH2:6][CH2:5][CH2:4][CH:3]=1, predict the reactants needed to synthesize it.